This data is from Forward reaction prediction with 1.9M reactions from USPTO patents (1976-2016). The task is: Predict the product of the given reaction. (1) Given the reactants [C:1]([N:4]1[C:12]2[C:7](=[CH:8][CH:9]=[CH:10][CH:11]=2)[C:6](=[C:13](OCC)[C:14]2[CH:19]=[CH:18][CH:17]=[CH:16][CH:15]=2)[C:5]1=[O:23])(=[O:3])[CH3:2].[CH:24]([S:27]([NH:30][C:31]1[CH:37]=[CH:36][C:34]([NH2:35])=[CH:33][CH:32]=1)(=[O:29])=[O:28])([CH3:26])[CH3:25], predict the reaction product. The product is: [C:1]([N:4]1[C:12]2[C:7](=[CH:8][CH:9]=[CH:10][CH:11]=2)/[C:6](=[C:13](/[NH:35][C:34]2[CH:36]=[CH:37][C:31]([NH:30][S:27]([CH:24]([CH3:26])[CH3:25])(=[O:29])=[O:28])=[CH:32][CH:33]=2)\[C:14]2[CH:19]=[CH:18][CH:17]=[CH:16][CH:15]=2)/[C:5]1=[O:23])(=[O:3])[CH3:2]. (2) Given the reactants [OH-].[Na+].[C:16]1(P([C:16]2[CH:21]=[CH:20][CH:19]=[CH:18][CH:17]=2)[C:16]2[CH:21]=[CH:20][CH:19]=[CH:18][CH:17]=2)[CH:21]=[CH:20][CH:19]=[CH:18][CH:17]=1.N([C:30]([O:32][CH:33]([CH3:35])C)=O)=N[C:30]([O:32][CH:33](C)[CH3:35])=O.[OH-].[K+].C(P(C(C)(C)C)[C:43]1[CH:48]=[CH:47]C=[CH:45][C:44]=1[C:43]1[C:48](C(C)C)=[CH:47]C(C(C)C)=[CH:45][C:44]=1C(C)C)(C)(C)C, predict the reaction product. The product is: [CH2:33]([O:32][CH2:30][C:16]1[CH:17]=[CH:18][CH:19]=[CH:20][CH:21]=1)[C:35]1[CH:47]=[CH:48][CH:43]=[CH:44][CH:45]=1. (3) Given the reactants [H-].[H-].[H-].[H-].[Li+].[Al+3].[CH3:7][CH2:8][CH:9]([NH:12][C:13](=O)[CH:14]([CH3:16])[CH3:15])[CH2:10][CH3:11], predict the reaction product. The product is: [CH2:13]([NH:12][CH:9]([CH2:10][CH3:11])[CH2:8][CH3:7])[CH:14]([CH3:16])[CH3:15]. (4) Given the reactants C(C1C=CSC=1C1SC=CC=1C1SC=CC=1C1SC=CC=1CCCCCCCCCCCC)CCCCCCCCCCC.BrC(CCCCCCCCCC)CC1SC=CC=1.C1C(=O)N(Br)[C:65](=[O:66])[CH2:64]1.[S:71]1[CH:75]=[CH:74][C:73]([CH2:76][OH:77])=[CH:72]1.C(Cl)(=O)C, predict the reaction product. The product is: [C:65]([O:77][CH2:76][C:73]1[CH:74]=[CH:75][S:71][CH:72]=1)(=[O:66])[CH3:64].[S:71]1[CH:75]=[CH:74][C:73]([CH2:76][OH:77])=[CH:72]1.